This data is from Merck oncology drug combination screen with 23,052 pairs across 39 cell lines. The task is: Regression. Given two drug SMILES strings and cell line genomic features, predict the synergy score measuring deviation from expected non-interaction effect. (1) Drug 1: N.N.O=C(O)C1(C(=O)O)CCC1.[Pt]. Cell line: UACC62. Drug 2: CNC(=O)c1cc(Oc2ccc(NC(=O)Nc3ccc(Cl)c(C(F)(F)F)c3)cc2)ccn1. Synergy scores: synergy=-12.1. (2) Synergy scores: synergy=18.3. Drug 1: C=CCn1c(=O)c2cnc(Nc3ccc(N4CCN(C)CC4)cc3)nc2n1-c1cccc(C(C)(C)O)n1. Drug 2: NC1(c2ccc(-c3nc4ccn5c(=O)[nH]nc5c4cc3-c3ccccc3)cc2)CCC1. Cell line: LOVO. (3) Drug 1: Cn1nnc2c(C(N)=O)ncn2c1=O. Drug 2: O=C(O)C1(Cc2cccc(Nc3nccs3)n2)CCC(Oc2cccc(Cl)c2F)CC1. Cell line: UWB1289. Synergy scores: synergy=17.5.